From a dataset of NCI-60 drug combinations with 297,098 pairs across 59 cell lines. Regression. Given two drug SMILES strings and cell line genomic features, predict the synergy score measuring deviation from expected non-interaction effect. (1) Drug 1: C1=CC(=C2C(=C1NCCNCCO)C(=O)C3=C(C=CC(=C3C2=O)O)O)NCCNCCO. Drug 2: CC1=CC2C(CCC3(C2CCC3(C(=O)C)OC(=O)C)C)C4(C1=CC(=O)CC4)C. Cell line: HOP-92. Synergy scores: CSS=35.5, Synergy_ZIP=4.83, Synergy_Bliss=0.549, Synergy_Loewe=-39.7, Synergy_HSA=-5.13. (2) Drug 1: C1=CC(=C2C(=C1NCCNCCO)C(=O)C3=C(C=CC(=C3C2=O)O)O)NCCNCCO. Drug 2: CS(=O)(=O)CCNCC1=CC=C(O1)C2=CC3=C(C=C2)N=CN=C3NC4=CC(=C(C=C4)OCC5=CC(=CC=C5)F)Cl. Cell line: HCT-15. Synergy scores: CSS=64.8, Synergy_ZIP=9.04, Synergy_Bliss=11.1, Synergy_Loewe=-22.7, Synergy_HSA=10.5.